From a dataset of Reaction yield outcomes from USPTO patents with 853,638 reactions. Predict the reaction yield, written as a fraction of the theoretical maximum amount of product (1.0 means a 100% yield; for example, 0.34 means a 34% yield). (1) The product is [C:3]([C:4]1[CH:12]=[CH:11][C:7]2[O:8][CH2:9][O:10][C:6]=2[CH:5]=1)#[CH:2]. The catalyst is C1COCC1. The reactants are Br[C:2](Br)=[CH:3][C:4]1[CH:12]=[CH:11][C:7]2[O:8][CH2:9][O:10][C:6]=2[CH:5]=1.C([Li])CCC. The yield is 0.950. (2) The reactants are Cl[C:2]1[C:11]2[C:6](=[CH:7][C:8]([F:15])=[C:9]([N+:12]([O-:14])=[O:13])[CH:10]=2)[N:5]=[CH:4][N:3]=1.[Cl:16][C:17]1[C:18]([F:25])=[C:19]([CH:21]=[CH:22][C:23]=1[Cl:24])[NH2:20]. The catalyst is C(O)(C)C. The product is [Cl:16][C:17]1[C:18]([F:25])=[C:19]([NH:20][C:2]2[C:11]3[C:6](=[CH:7][C:8]([F:15])=[C:9]([N+:12]([O-:14])=[O:13])[CH:10]=3)[N:5]=[CH:4][N:3]=2)[CH:21]=[CH:22][C:23]=1[Cl:24]. The yield is 0.700. (3) The reactants are [CH:1]([N:4]1[C:8]2[CH:9]=[CH:10][CH:11]=[CH:12][C:7]=2[NH:6][C:5]1=[O:13])([CH3:3])[CH3:2].[N+](C1C=C[C:20]([O:23]C(Cl)=O)=CC=1)([O-])=O.CCN(CC)CC.CC1C=CC(S(O)(=O)=O)=CC=1.[NH2:45][CH2:46][CH:47]1[CH2:52][CH2:51][N:50]([CH2:53][C:54]2([C:60]([OH:62])=[O:61])[CH2:59][CH2:58][O:57][CH2:56][CH2:55]2)[CH2:49][CH2:48]1. The catalyst is C(Cl)Cl. The product is [CH:1]([N:4]1[C:8]2[CH:9]=[CH:10][CH:11]=[CH:12][C:7]=2[N:6]([C:20]([NH:45][CH2:46][CH:47]2[CH2:52][CH2:51][N:50]([CH2:53][C:54]3([C:60]([OH:62])=[O:61])[CH2:59][CH2:58][O:57][CH2:56][CH2:55]3)[CH2:49][CH2:48]2)=[O:23])[C:5]1=[O:13])([CH3:3])[CH3:2]. The yield is 0.730. (4) The reactants are [NH2:1][C:2]1[CH:9]=[CH:8][C:5]([C:6]#[N:7])=[CH:4][CH:3]=1.C(N(CC)CC)C.FC(F)(F)S(O[Si:23]([CH3:26])([CH3:25])[CH3:24])(=O)=O. The catalyst is C1(C)C=CC=CC=1. The product is [CH3:24][Si:23]([N:1]([Si:23]([CH3:26])([CH3:25])[CH3:24])[C:2]1[CH:9]=[CH:8][C:5]([C:6]#[N:7])=[CH:4][CH:3]=1)([CH3:26])[CH3:25]. The yield is 0.950. (5) The reactants are [C:1]([O:5][C:6]([N:8]1[CH2:13][CH2:12][NH:11][C:10](=[O:14])[CH2:9]1)=[O:7])([CH3:4])([CH3:3])[CH3:2].[H-].[Na+].CC1C=CC(S(O[CH2:28][CH:29]2[CH2:34][CH2:33][CH2:32][N:31]([CH2:35][C:36]3[CH:41]=[CH:40][CH:39]=[CH:38][CH:37]=3)[CH2:30]2)(=O)=O)=CC=1. The catalyst is CN(C)C=O. The product is [CH2:35]([N:31]1[CH2:32][CH2:33][CH2:34][CH:29]([CH2:28][N:11]2[CH2:12][CH2:13][N:8]([C:6]([O:5][C:1]([CH3:4])([CH3:2])[CH3:3])=[O:7])[CH2:9][C:10]2=[O:14])[CH2:30]1)[C:36]1[CH:41]=[CH:40][CH:39]=[CH:38][CH:37]=1. The yield is 0.200. (6) The reactants are Br[C:2]1[CH:10]=[CH:9][CH:8]=[C:7]2[C:3]=1[C:4]([CH:11]=[O:12])=[CH:5][NH:6]2.[CH3:13][O:14][C:15]1[CH:20]=[CH:19][C:18](B2OC(C)(C)C(C)(C)O2)=[CH:17][CH:16]=1.C(COC)OC.C(=O)([O-])[O-].[Na+].[Na+]. The catalyst is C1C=CC([P]([Pd]([P](C2C=CC=CC=2)(C2C=CC=CC=2)C2C=CC=CC=2)([P](C2C=CC=CC=2)(C2C=CC=CC=2)C2C=CC=CC=2)[P](C2C=CC=CC=2)(C2C=CC=CC=2)C2C=CC=CC=2)(C2C=CC=CC=2)C2C=CC=CC=2)=CC=1.ClCCl. The product is [CH3:13][O:14][C:15]1[CH:20]=[CH:19][C:18]([C:2]2[CH:10]=[CH:9][CH:8]=[C:7]3[C:3]=2[C:4]([CH:11]=[O:12])=[CH:5][NH:6]3)=[CH:17][CH:16]=1. The yield is 1.03.